Dataset: Full USPTO retrosynthesis dataset with 1.9M reactions from patents (1976-2016). Task: Predict the reactants needed to synthesize the given product. (1) Given the product [O:27]1[C:28]2[CH:38]=[CH:37][CH:36]=[CH:35][C:29]=2[CH:30]=[C:31]1[C:3]1[CH:2]=[CH:7][CH:6]=[CH:5][C:4]=1[N:8]1[C:12]([CH3:13])=[C:11]([C:14]([N:16]2[CH2:20][CH2:19][CH:18]([N:21]([CH2:22][CH3:23])[CH2:24][CH3:25])[CH2:17]2)=[O:15])[C:10]([CH3:26])=[N:9]1, predict the reactants needed to synthesize it. The reactants are: Br[C:2]1[CH:3]=[C:4]([N:8]2[C:12]([CH3:13])=[C:11]([C:14]([N:16]3[CH2:20][CH2:19][CH:18]([N:21]([CH2:24][CH3:25])[CH2:22][CH3:23])[CH2:17]3)=[O:15])[C:10]([CH3:26])=[N:9]2)[CH:5]=[CH:6][CH:7]=1.[O:27]1[C:31](B(O)O)=[CH:30][C:29]2[CH:35]=[CH:36][CH:37]=[CH:38][C:28]1=2. (2) Given the product [OH:19][CH2:18][C@H:17]1[O:16][C@H:15]2[C@H:11]([N:12]=[C:13]([N:27]([CH2:35][CH2:36][CH3:37])[C:28](=[O:34])[O:29][C:30]([CH3:33])([CH3:31])[CH3:32])[S:14]2)[C@@H:10]([O:38][CH2:39][C:40]2[CH:41]=[CH:42][C:43]([O:46][CH3:47])=[CH:44][CH:45]=2)[C@@H:9]1[O:8][CH2:7][C:6]1[CH:48]=[CH:49][C:3]([O:2][CH3:1])=[CH:4][CH:5]=1, predict the reactants needed to synthesize it. The reactants are: [CH3:1][O:2][C:3]1[CH:49]=[CH:48][C:6]([CH2:7][O:8][C@@H:9]2[C@@H:17]([CH2:18][O:19][Si](C(C)(C)C)(C)C)[O:16][CH:15]3[CH:11]([N:12]=[C:13]([N:27]([CH2:35][CH2:36][CH3:37])[C:28](=[O:34])[O:29][C:30]([CH3:33])([CH3:32])[CH3:31])[S:14]3)[C@H:10]2[O:38][CH2:39][C:40]2[CH:45]=[CH:44][C:43]([O:46][CH3:47])=[CH:42][CH:41]=2)=[CH:5][CH:4]=1.CCCC[N+](CCCC)(CCCC)CCCC.[F-].